This data is from Reaction yield outcomes from USPTO patents with 853,638 reactions. The task is: Predict the reaction yield, written as a fraction of the theoretical maximum amount of product (1.0 means a 100% yield; for example, 0.34 means a 34% yield). (1) The reactants are [NH:1](C(OCC1C2C(=CC=CC=2)C2C1=CC=CC=2)=O)[CH2:2][CH2:3][C:4](O)=[O:5].C(Cl)(=O)C(Cl)=O.[CH:30]1([CH2:33][NH2:34])[CH2:32][CH2:31]1.C(N(CC)CC)C.Cl. The yield is 0.570. The product is [CH:30]1([CH2:33][NH:34][C:4](=[O:5])[CH2:3][CH2:2][NH2:1])[CH2:32][CH2:31]1. The catalyst is ClCCl.CN(C)C=O. (2) The yield is 0.830. The reactants are [CH2:1]([C@@H:8]1[CH2:12][O:11][C:10](=[O:13])[N:9]1[C:14](=[O:33])[C@H:15]([CH3:32])[C@H:16]([C@H:18]1[CH2:22][O:21][C:20]([CH3:24])([CH3:23])[N:19]1[C:25]([O:27][C:28]([CH3:31])([CH3:30])[CH3:29])=[O:26])[OH:17])[C:2]1[CH:7]=[CH:6][CH:5]=[CH:4][CH:3]=1.N1C(C)=CC=CC=1C.[Si:42](OS(C(F)(F)F)(=O)=O)([C:45]([CH3:48])([CH3:47])[CH3:46])([CH3:44])[CH3:43]. The catalyst is C(Cl)Cl.C(OCC)(=O)C. The product is [CH2:1]([C@@H:8]1[CH2:12][O:11][C:10](=[O:13])[N:9]1[C:14](=[O:33])[C@H:15]([CH3:32])[C@H:16]([C@H:18]1[CH2:22][O:21][C:20]([CH3:24])([CH3:23])[N:19]1[C:25]([O:27][C:28]([CH3:31])([CH3:30])[CH3:29])=[O:26])[O:17][Si:42]([C:45]([CH3:48])([CH3:47])[CH3:46])([CH3:44])[CH3:43])[C:2]1[CH:7]=[CH:6][CH:5]=[CH:4][CH:3]=1. (3) The reactants are C(Cl)CCl.[OH:5][C:6]1[C:7]2[CH:8]=[C:9]([CH:17]=[CH:18][C:19]([OH:21])=O)[CH:10]=[N:11][C:12]=2[NH:13][C:14](=[O:16])[CH:15]=1.[CH3:22][NH:23][CH2:24][C:25]1[N:26]([CH3:34])[C:27]2[C:32]([CH:33]=1)=[CH:31][CH:30]=[CH:29][CH:28]=2.C1C=CC2N(O)N=NC=2C=1.O.CCN(C(C)C)C(C)C. The catalyst is CN(C=O)C.O. The product is [OH:5][C:6]1[C:7]2[CH:8]=[C:9]([CH:17]=[CH:18][C:19]([N:23]([CH3:22])[CH2:24][C:25]3[N:26]([CH3:34])[C:27]4[C:32]([CH:33]=3)=[CH:31][CH:30]=[CH:29][CH:28]=4)=[O:21])[CH:10]=[N:11][C:12]=2[NH:13][C:14](=[O:16])[CH:15]=1. The yield is 0.470.